From a dataset of Full USPTO retrosynthesis dataset with 1.9M reactions from patents (1976-2016). Predict the reactants needed to synthesize the given product. (1) Given the product [Cl:1][C:2]1[CH:3]=[C:4]([S:8]([NH:11][CH2:12][C:13]([CH3:30])([CH3:31])[C:14]([NH:16][CH:17]2[CH:24]3[CH2:25][C:20]4([C:27]([NH2:38])=[O:28])[CH2:21][CH:22]([CH2:26][CH:18]2[CH2:19]4)[CH2:23]3)=[O:15])(=[O:9])=[O:10])[CH:5]=[CH:6][CH:7]=1, predict the reactants needed to synthesize it. The reactants are: [Cl:1][C:2]1[CH:3]=[C:4]([S:8]([NH:11][CH2:12][C:13]([CH3:31])([CH3:30])[C:14]([NH:16][CH:17]2[CH:24]3[CH2:25][C:20]4([C:27](O)=[O:28])[CH2:21][CH:22]([CH2:26][CH:18]2[CH2:19]4)[CH2:23]3)=[O:15])(=[O:10])=[O:9])[CH:5]=[CH:6][CH:7]=1.C1C=CC2N(O)N=[N:38]C=2C=1.CCN=C=NCCCN(C)C.O.N. (2) Given the product [CH2:11]([O:10][C:8](=[O:9])[C:7]1[C:2]([NH:19][C:18]2[CH:20]=[CH:21][C:15]([Br:14])=[CH:16][C:17]=2[CH3:22])=[CH:3][C:4]([Cl:13])=[N:5][CH:6]=1)[CH3:12], predict the reactants needed to synthesize it. The reactants are: Cl[C:2]1[C:7]([C:8]([O:10][CH2:11][CH3:12])=[O:9])=[CH:6][N:5]=[C:4]([Cl:13])[CH:3]=1.[Br:14][C:15]1[CH:21]=[CH:20][C:18]([NH2:19])=[C:17]([CH3:22])[CH:16]=1.[Li+].C[Si]([N-][Si](C)(C)C)(C)C. (3) The reactants are: Br[C:2]1[C:3]([NH2:9])=[N:4][CH:5]=[C:6]([Br:8])[N:7]=1.C(=O)([O-])[O-].[Na+].[Na+].[Cl:16][C:17]1[CH:22]=[CH:21][C:20](B(O)O)=[CH:19][CH:18]=1. Given the product [Br:8][C:6]1[N:7]=[C:2]([C:20]2[CH:21]=[CH:22][C:17]([Cl:16])=[CH:18][CH:19]=2)[C:3]([NH2:9])=[N:4][CH:5]=1, predict the reactants needed to synthesize it. (4) The reactants are: [CH3:1][O:2][C:3](=[O:20])[CH:4]([N:11]1[C:16](=[O:17])[C:15]([Cl:18])=[C:14](Cl)[CH:13]=[N:12]1)[CH2:5][CH:6]1[CH2:10][CH2:9][CH2:8][CH2:7]1.[OH:21][CH2:22][CH2:23][C:24]1[CH:29]=[CH:28][CH:27]=[CH:26][C:25]=1[OH:30]. Given the product [CH3:1][O:2][C:3](=[O:20])[CH:4]([N:11]1[C:16](=[O:17])[C:15]([Cl:18])=[C:14]([O:30][C:25]2[CH:26]=[CH:27][CH:28]=[CH:29][C:24]=2[CH2:23][CH2:22][OH:21])[CH:13]=[N:12]1)[CH2:5][CH:6]1[CH2:10][CH2:9][CH2:8][CH2:7]1, predict the reactants needed to synthesize it. (5) Given the product [Cl:73][C:55]1[C:56]([NH:58][C:59]2[CH:64]=[CH:63][C:62]([N:65]3[CH2:70][CH2:69][O:68][CH2:67][CH2:66]3)=[C:61]([O:71][CH3:72])[CH:60]=2)=[N:57][C:52]([NH:30][C:22]2[C:21]([O:20][CH3:19])=[CH:26][C:25]3[CH2:48][CH2:49][N:44]([CH2:45][C:46]([N:13]([CH3:18])[CH3:14])=[O:47])[CH2:43][CH2:42][C:24]=3[CH:23]=2)=[N:53][CH:54]=1, predict the reactants needed to synthesize it. The reactants are: FC1C=CC([N+]([O-])=O)=CC=1OC.[NH:13]1[CH2:18]COC[CH2:14]1.[CH3:19][O:20][C:21]1[CH:26]=[C:25]([N+]([O-])=O)[CH:24]=[CH:23][C:22]=1[N:30]1CCOCC1.COC1C=C(N)C=[CH:42][C:43]=1[N:44]1[CH2:49][CH2:48][O:47][CH2:46][CH2:45]1.Cl[C:52]1[N:57]=[C:56]([NH:58][C:59]2[CH:64]=[CH:63][C:62]([N:65]3[CH2:70][CH2:69][O:68][CH2:67][CH2:66]3)=[C:61]([O:71][CH3:72])[CH:60]=2)[C:55]([Cl:73])=[CH:54][N:53]=1. (6) Given the product [CH2:21]([C:16]1[CH:15]=[C:14]([C:12]2[O:11][N:10]=[C:9]([C:7]3[CH:6]=[C:5]([CH3:23])[C:4]([O:24][CH2:25][C@@H:27]4[CH2:28][O:29]4)=[C:3]([CH2:1][CH3:2])[CH:8]=3)[N:13]=2)[CH:19]=[C:18]([CH3:20])[N:17]=1)[CH3:22], predict the reactants needed to synthesize it. The reactants are: [CH2:1]([C:3]1[CH:8]=[C:7]([C:9]2[N:13]=[C:12]([C:14]3[CH:19]=[C:18]([CH3:20])[N:17]=[C:16]([CH2:21][CH3:22])[CH:15]=3)[O:11][N:10]=2)[CH:6]=[C:5]([CH3:23])[C:4]=1[OH:24])[CH3:2].[CH2:25]([C@@H:27]1[O:29][CH2:28]1)Cl. (7) Given the product [CH:1]1([C:4]2[N:8]([CH3:9])[C:7]3[CH:10]=[C:11]([N:14]4[CH:19]=[CH:18][C:17]([O:20][CH2:28][C:26]5[S:27][C:23]([F:22])=[CH:24][CH:25]=5)=[CH:16][C:15]4=[O:21])[CH:12]=[CH:13][C:6]=3[N:5]=2)[CH2:2][CH2:3]1, predict the reactants needed to synthesize it. The reactants are: [CH:1]1([C:4]2[N:8]([CH3:9])[C:7]3[CH:10]=[C:11]([N:14]4[CH:19]=[CH:18][C:17]([OH:20])=[CH:16][C:15]4=[O:21])[CH:12]=[CH:13][C:6]=3[N:5]=2)[CH2:3][CH2:2]1.[F:22][C:23]1[S:27][C:26]([CH2:28]O)=[CH:25][CH:24]=1.C(P(CCCC)CCCC)CCC.N(C(N1CCCCC1)=O)=NC(N1CCCCC1)=O.[Cl-].[Cl-].[Ca+2]. (8) Given the product [C:17]([NH:16][C:13]1[CH:14]=[C:15]2[C:5]3[CH:4]=[CH:3][C:2]([O:20][CH2:21][C@@H:22]([NH:27][C:28](=[O:34])[O:29][C:30]([CH3:31])([CH3:33])[CH3:32])[CH2:23][CH:24]([CH3:26])[CH3:25])=[CH:7][C:6]=3[O:8][CH2:9][C:10]2=[CH:11][N:12]=1)(=[O:19])[CH3:18], predict the reactants needed to synthesize it. The reactants are: Cl[C:2]1[CH:3]=[CH:4][C:5]2[C:15]3[C:10](=[CH:11][N:12]=[C:13]([NH:16][C:17](=[O:19])[CH3:18])[CH:14]=3)[CH2:9][O:8][C:6]=2[CH:7]=1.[OH:20][CH2:21][C@@H:22]([NH:27][C:28](=[O:34])[O:29][C:30]([CH3:33])([CH3:32])[CH3:31])[CH2:23][CH:24]([CH3:26])[CH3:25].C(P(C(C)(C)C)C1C(OC)=CC=C(C)C=1C1C(C(C)C)=CC(C(C)C)=CC=1C(C)C)(C)(C)C.C(=O)([O-])[O-].[Cs+].[Cs+]. (9) Given the product [CH2:5]1[C:6](=[O:7])[N:2]([O:1][C:10]([CH2:12][CH2:13][CH2:14][CH2:15][CH:16]2[S:17][CH2:18][CH:19]3[NH:20][C:21]([NH:23][CH:24]23)=[O:22])=[O:9])[C:3](=[O:8])[CH2:4]1, predict the reactants needed to synthesize it. The reactants are: [OH:1][N:2]1[C:6](=[O:7])[CH2:5][CH2:4][C:3]1=[O:8].[OH:9][C:10]([CH2:12][CH2:13][CH2:14][CH2:15][C@H:16]1[C@@H:24]2[C@@H:19]([NH:20][C:21]([NH:23]2)=[O:22])[CH2:18][S:17]1)=O.C1(N=C=NC2CCCCC2)CCCCC1. (10) Given the product [NH2:1][C:2]1[CH:3]=[C:4]([CH:8]=[C:9]([F:12])[CH:10]=1)[C:5]([NH2:7])=[O:6], predict the reactants needed to synthesize it. The reactants are: [NH2:1][C:2]1[CH:3]=[C:4]([CH:8]=[C:9](C)[CH:10]=1)[C:5]([NH2:7])=[O:6].[F:12]C1C=C(C=C([N+]([O-])=O)C=1)C(O)=O.N.